This data is from Full USPTO retrosynthesis dataset with 1.9M reactions from patents (1976-2016). The task is: Predict the reactants needed to synthesize the given product. Given the product [CH2:1]([O:8][CH2:9][N:10]1[C:15](=[O:16])[C:14]([Br:17])=[N:13][N:12]([CH2:18][CH2:19][Br:29])[C:11]1=[O:28])[C:2]1[CH:7]=[CH:6][CH:5]=[CH:4][CH:3]=1, predict the reactants needed to synthesize it. The reactants are: [CH2:1]([O:8][CH2:9][N:10]1[C:15](=[O:16])[C:14]([Br:17])=[N:13][N:12]([CH2:18][C:19](F)(F)C2C=CC=CC=2)[C:11]1=[O:28])[C:2]1[CH:7]=[CH:6][CH:5]=[CH:4][CH:3]=1.[Br:29]CCO.